Dataset: Reaction yield outcomes from USPTO patents with 853,638 reactions. Task: Predict the reaction yield, written as a fraction of the theoretical maximum amount of product (1.0 means a 100% yield; for example, 0.34 means a 34% yield). The reactants are C([O:4][CH2:5][C:6]1[C:11]([N:12]2[CH2:24][CH2:23][N:15]3[C:16]4[CH2:17][CH2:18][CH2:19][CH2:20][C:21]=4[CH:22]=[C:14]3[C:13]2=[O:25])=[CH:10][C:9]([F:26])=[CH:8][C:7]=1[C:27]1[CH:32]=[C:31]([NH:33][C:34]2[CH:39]=[CH:38][C:37]([N:40]3[CH2:47][CH:46]4[N:48]([CH3:49])[CH:42]([CH2:43][O:44][CH2:45]4)[CH2:41]3)=[CH:36][N:35]=2)[C:30](=[O:50])[N:29]([CH3:51])[CH:28]=1)(=O)C.O[Li].O. The catalyst is CC(O)C.C1COCC1.O. The product is [F:26][C:9]1[CH:8]=[C:7]([C:27]2[CH:32]=[C:31]([NH:33][C:34]3[CH:39]=[CH:38][C:37]([N:40]4[CH2:41][CH:42]5[N:48]([CH3:49])[CH:46]([CH2:45][O:44][CH2:43]5)[CH2:47]4)=[CH:36][N:35]=3)[C:30](=[O:50])[N:29]([CH3:51])[CH:28]=2)[C:6]([CH2:5][OH:4])=[C:11]([N:12]2[CH2:24][CH2:23][N:15]3[C:16]4[CH2:17][CH2:18][CH2:19][CH2:20][C:21]=4[CH:22]=[C:14]3[C:13]2=[O:25])[CH:10]=1. The yield is 0.329.